Predict which catalyst facilitates the given reaction. From a dataset of Catalyst prediction with 721,799 reactions and 888 catalyst types from USPTO. (1) Reactant: [NH2:1][C@H:2]1[C:7]([F:9])([F:8])[CH2:6][CH2:5][CH2:4][C@H:3]1[NH:10][C:11]1[N:12]=[C:13](Cl)[C:14]([C:17]#[N:18])=[N:15][CH:16]=1.[N:20]1[N:21]([C:25]2[CH:26]=[C:27]([CH:29]=[CH:30][CH:31]=2)[NH2:28])[N:22]=[CH:23][CH:24]=1.C([O-])([O-])=O.[K+].[K+].C1C=CC(P(C2C(C3C(P(C4C=CC=CC=4)C4C=CC=CC=4)=CC=C4C=3C=CC=C4)=C3C(C=CC=C3)=CC=2)C2C=CC=CC=2)=CC=1. Product: [N:20]1[N:21]([C:25]2[CH:26]=[C:27]([NH:28][C:13]3[C:14]([C:17]#[N:18])=[N:15][CH:16]=[C:11]([NH:10][C@@H:3]4[CH2:4][CH2:5][CH2:6][C:7]([F:9])([F:8])[C@@H:2]4[NH2:1])[N:12]=3)[CH:29]=[CH:30][CH:31]=2)[N:22]=[CH:23][CH:24]=1. The catalyst class is: 231. (2) Reactant: [C:1]([O:5][C:6]([NH:8][C@@H:9]([CH:13]1[CH2:18][CH2:17][CH2:16][CH2:15][CH2:14]1)[C:10]([OH:12])=O)=[O:7])([CH3:4])([CH3:3])[CH3:2].CN(C(ON1N=NC2C=CC=NC1=2)=[N+](C)C)C.F[P-](F)(F)(F)(F)F.CCN(C(C)C)C(C)C.FC(F)(F)C(O)=O.[CH:59]1[C:71]2[CH:70]([CH2:72][O:73][C:74](=[O:94])[NH:75][C@H:76]3[CH2:80][C@@H:79]([C:81](=[O:93])[NH:82][C@H:83]4[C:92]5[C:87](=[CH:88][CH:89]=[CH:90][CH:91]=5)[CH2:86][CH2:85][CH2:84]4)[NH:78][CH2:77]3)[C:69]3[C:64](=[CH:65][CH:66]=[CH:67][CH:68]=3)[C:63]=2[CH:62]=[CH:61][CH:60]=1. Product: [CH:68]1[C:69]2[CH:70]([CH2:72][O:73][C:74](=[O:94])[NH:75][C@H:76]3[CH2:80][C@@H:79]([C:81](=[O:93])[NH:82][C@H:83]4[C:92]5[C:87](=[CH:88][CH:89]=[CH:90][CH:91]=5)[CH2:86][CH2:85][CH2:84]4)[N:78]([C:10](=[O:12])[C@@H:9]([NH:8][C:6]([O:5][C:1]([CH3:2])([CH3:3])[CH3:4])=[O:7])[CH:13]4[CH2:18][CH2:17][CH2:16][CH2:15][CH2:14]4)[CH2:77]3)[C:71]3[C:63](=[CH:62][CH:61]=[CH:60][CH:59]=3)[C:64]=2[CH:65]=[CH:66][CH:67]=1. The catalyst class is: 3.